From a dataset of Reaction yield outcomes from USPTO patents with 853,638 reactions. Predict the reaction yield, written as a fraction of the theoretical maximum amount of product (1.0 means a 100% yield; for example, 0.34 means a 34% yield). The reactants are Cl.[Br:2][C:3]1[CH:8]=[CH:7][C:6]([NH:9]N)=[CH:5][CH:4]=1.[C:11]1(=O)[CH2:17][CH2:16][CH2:15][CH2:14][CH2:13][CH2:12]1. The catalyst is C(O)(=O)C.O. The product is [Br:2][C:3]1[CH:8]=[C:7]2[C:6](=[CH:5][CH:4]=1)[NH:9][C:12]1[CH2:13][CH2:14][CH2:15][CH2:16][CH2:17][C:11]2=1. The yield is 0.980.